Dataset: Reaction yield outcomes from USPTO patents with 853,638 reactions. Task: Predict the reaction yield, written as a fraction of the theoretical maximum amount of product (1.0 means a 100% yield; for example, 0.34 means a 34% yield). (1) The reactants are [CH3:1][C:2]1[O:6][N:5]=[C:4]([C:7]2[CH:12]=[CH:11][CH:10]=[CH:9][CH:8]=2)[C:3]=1[CH2:13][OH:14].O[C:16]1[CH:21]=[CH:20][C:19]([Br:22])=[CH:18][N:17]=1.C1(P(C2C=CC=CC=2)C2C=CC=CC=2)C=CC=CC=1.N(C(OCC)=O)=NC(OCC)=O. The catalyst is C1COCC1. The product is [Br:22][C:19]1[CH:20]=[CH:21][C:16]([O:14][CH2:13][C:3]2[C:4]([C:7]3[CH:12]=[CH:11][CH:10]=[CH:9][CH:8]=3)=[N:5][O:6][C:2]=2[CH3:1])=[N:17][CH:18]=1. The yield is 0.420. (2) The reactants are [OH:1][CH:2]([C:4]1[C:5]([NH:12][C:13]2[CH:14]=[C:15]([NH:19][C:20](=[O:26])[O:21][C:22]([CH3:25])([CH3:24])[CH3:23])[CH:16]=[CH:17][CH:18]=2)=[N:6][C:7]([S:10][CH3:11])=[N:8][CH:9]=1)[CH3:3].C[N+]1([O-])CCOCC1.CO.CCOC(C)=O. The catalyst is C(Cl)Cl.[Ru]([O-])(=O)(=O)=O.C([N+](CCC)(CCC)CCC)CC. The product is [C:2]([C:4]1[C:5]([NH:12][C:13]2[CH:14]=[C:15]([NH:19][C:20](=[O:26])[O:21][C:22]([CH3:25])([CH3:24])[CH3:23])[CH:16]=[CH:17][CH:18]=2)=[N:6][C:7]([S:10][CH3:11])=[N:8][CH:9]=1)(=[O:1])[CH3:3]. The yield is 0.560. (3) The reactants are [F:1][C:2]1[CH:11]=[CH:10][CH:9]=[C:8]2[C:3]=1[C:4]([NH:12][C:13]1[CH:14]=[C:15]3[C:19](=[CH:20][CH:21]=1)[NH:18][N:17]=[CH:16]3)=[N:5][CH:6]=[N:7]2.Cl.[N:23]1[CH:28]=[CH:27][CH:26]=[CH:25][C:24]=1[CH2:29]Cl.[H-].[Na+]. The catalyst is CN(C=O)C. The product is [F:1][C:2]1[CH:11]=[CH:10][CH:9]=[C:8]2[C:3]=1[C:4]([NH:12][C:13]1[CH:14]=[C:15]3[C:19](=[CH:20][CH:21]=1)[N:18]([CH2:29][C:24]1[CH:25]=[CH:26][CH:27]=[CH:28][N:23]=1)[N:17]=[CH:16]3)=[N:5][CH:6]=[N:7]2. The yield is 0.410. (4) The reactants are C(=O)(O)N.[F:5][C:6]1([OH:26])[C:19]2[O:20][C@@H:16]3[C@@:17]45[CH2:21][CH2:22][N:23]([CH3:24])[C@@H:11]([C@@H:12]4[CH:13]=[CH:14][C@@H:15]3[OH:25])[CH2:10][C:9]([C:18]5=2)=[CH:8][CH2:7]1.[H-].[Al+3].[Li+].[H-].[H-].[H-]. The catalyst is C1COCC1. The product is [F:5][C:6]1([OH:26])[C:19]2[O:20][C@@H:16]3[C@@:17]45[CH2:21][CH2:22][N:23]([CH3:24])[C@@H:11]([C@@H:12]4[CH:13]=[CH:14][C@@H:15]3[OH:25])[CH2:10][C:9]([C:18]5=2)=[CH:8][CH2:7]1. The yield is 0.780. (5) The yield is 0.780. The product is [CH3:1][O:2][C:3](=[O:21])[C:4]1[CH:9]=[CH:8][C:7]([S:10][C:11]2[CH:16]=[CH:15][C:14]([CH:17]=[O:18])=[C:13]([CH3:19])[N:12]=2)=[CH:6][C:5]=1[CH3:20]. The reactants are [CH3:1][O:2][C:3](=[O:21])[C:4]1[CH:9]=[CH:8][C:7]([S:10][C:11]2[CH:16]=[CH:15][C:14]([CH2:17][OH:18])=[C:13]([CH3:19])[N:12]=2)=[CH:6][C:5]=1[CH3:20]. The catalyst is C(Cl)Cl.O=[Mn]=O. (6) The reactants are [F:1][C:2]1([C:8]2[S:9][C:10]([C:13]3[CH:14]=[C:15]([NH:20][C:21]4[N:26]=[C:25]([C:27]([F:30])([F:29])[F:28])[CH:24]=[CH:23][N:22]=4)[CH:16]=[C:17]([CH3:19])[CH:18]=3)=[CH:11][N:12]=2)[CH2:7][CH2:6][S:5][CH2:4][CH2:3]1.[OH2:31].[OH2:32].O.O.O.O.C(O[O-])(=O)C1C(=CC=CC=1)C([O-])=O.[Mg+2]. The catalyst is C(Cl)Cl.CO.[O-]S([O-])(=S)=O.[Na+].[Na+].O. The product is [F:1][C:2]1([C:8]2[S:9][C:10]([C:13]3[CH:14]=[C:15]([NH:20][C:21]4[N:26]=[C:25]([C:27]([F:28])([F:29])[F:30])[CH:24]=[CH:23][N:22]=4)[CH:16]=[C:17]([CH3:19])[CH:18]=3)=[CH:11][N:12]=2)[CH2:3][CH2:4][S:5](=[O:32])(=[O:31])[CH2:6][CH2:7]1. The yield is 0.790.